Dataset: Forward reaction prediction with 1.9M reactions from USPTO patents (1976-2016). Task: Predict the product of the given reaction. (1) Given the reactants [NH2:1][C:2]1[C:11](I)=[C:10]2[C:5]([C:6](=[O:23])[N:7]([C:16]3[CH:21]=[CH:20][C:19]([Cl:22])=[CH:18][CH:17]=3)[C:8]([CH:13]([CH3:15])[CH3:14])=[N:9]2)=[CH:4][CH:3]=1.[CH3:24][Si:25]([C:28]#[CH:29])([CH3:27])[CH3:26].C(N(CC)CC)C, predict the reaction product. The product is: [NH2:1][C:2]1[C:11]([C:29]#[C:28][Si:25]([CH3:27])([CH3:26])[CH3:24])=[C:10]2[C:5]([C:6](=[O:23])[N:7]([C:16]3[CH:21]=[CH:20][C:19]([Cl:22])=[CH:18][CH:17]=3)[C:8]([CH:13]([CH3:15])[CH3:14])=[N:9]2)=[CH:4][CH:3]=1. (2) Given the reactants [F:1][C:2]1[CH:7]=[CH:6][CH:5]=[CH:4][C:3]=1[S:8]([N:11]1[CH2:16][CH2:15][CH:14]([CH2:17][O:18][C:19]2[CH:28]=[CH:27][CH:26]=[C:25]3[C:20]=2[C:21]([NH2:30])=[N:22][C:23]([NH2:29])=[N:24]3)[CH2:13][CH2:12]1)(=[O:10])=[O:9].N1CCC(COC2C=CC=C3C=2C(N)=NC(N)=N3)CC1.C(N(CC)CC)C.FC1C=CC=CC=1S([Cl:68])(=O)=O, predict the reaction product. The product is: [ClH:68].[F:1][C:2]1[CH:7]=[CH:6][CH:5]=[CH:4][C:3]=1[S:8]([N:11]1[CH2:12][CH2:13][CH:14]([CH2:17][O:18][C:19]2[CH:28]=[CH:27][CH:26]=[C:25]3[C:20]=2[C:21]([NH2:30])=[N:22][C:23]([NH2:29])=[N:24]3)[CH2:15][CH2:16]1)(=[O:10])=[O:9]. (3) Given the reactants [CH3:1][O:2][C:3](=[O:31])[CH2:4][CH2:5][C:6]1[CH:11]=[CH:10][C:9]([NH:12][CH2:13][C:14]2[S:18][C:17]([C:19]3[CH:24]=[CH:23][C:22]([C:25]([F:28])([F:27])[F:26])=[CH:21][CH:20]=3)=[N:16][C:15]=2[CH3:29])=[CH:8][C:7]=1[CH3:30].N1C=CC=CC=1.Cl[C:39]([O:41][CH3:42])=[O:40].O, predict the reaction product. The product is: [CH3:1][O:2][C:3](=[O:31])[CH2:4][CH2:5][C:6]1[CH:11]=[CH:10][C:9]([N:12]([C:39]([O:41][CH3:42])=[O:40])[CH2:13][C:14]2[S:18][C:17]([C:19]3[CH:20]=[CH:21][C:22]([C:25]([F:27])([F:28])[F:26])=[CH:23][CH:24]=3)=[N:16][C:15]=2[CH3:29])=[CH:8][C:7]=1[CH3:30]. (4) Given the reactants [CH3:1][N:2]1[C:6]([N:7]2[C:11]3=[N:12][CH:13]=[C:14]([CH3:16])[CH:15]=[C:10]3[CH:9]=[CH:8]2)=[C:5](/[CH:17]=[CH:18]/[C:19]([OH:21])=O)[C:4]([CH3:22])=[N:3]1.CC1C=CC=C([N+]([O-])=O)C=1C(OC(=O)C1C([N+]([O-])=O)=CC=CC=1C)=O.[CH2:48]([S:53]([NH2:56])(=[O:55])=[O:54])[CH2:49][CH2:50][CH2:51][CH3:52].C(N(CC)CC)C, predict the reaction product. The product is: [CH3:1][N:2]1[C:6]([N:7]2[C:11]3=[N:12][CH:13]=[C:14]([CH3:16])[CH:15]=[C:10]3[CH:9]=[CH:8]2)=[C:5](/[CH:17]=[CH:18]/[C:19]([NH:56][S:53]([CH2:48][CH2:49][CH2:50][CH2:51][CH3:52])(=[O:55])=[O:54])=[O:21])[C:4]([CH3:22])=[N:3]1. (5) The product is: [CH2:24]([O:26][C:27]([CH:28]1[CH:20]([OH:21])[C:19]2[C:18]3[C:13](=[CH:14][CH:15]=[C:16]([O:22][CH3:23])[CH:17]=3)[N:12]=[CH:11][C:10]=2[S:9][CH2:29]1)=[O:30])[CH3:25]. Given the reactants N12CCN(CC1)CC2.[SH:9][C:10]1[CH:11]=[N:12][C:13]2[C:18]([C:19]=1[CH2:20][OH:21])=[CH:17][C:16]([O:22][CH3:23])=[CH:15][CH:14]=2.[CH2:24]([O:26][C:27](=[O:30])[CH:28]=[CH2:29])[CH3:25], predict the reaction product. (6) Given the reactants [C:1]([C:5]1[CH:10]=[CH:9][C:8]([S:11]([NH2:14])(=[O:13])=[O:12])=[CH:7][CH:6]=1)([CH3:4])([CH3:3])[CH3:2].P([O-])([O-])([O-])=O.[K+].[K+].[K+].[CH3:23][O:24][C:25]1[CH:48]=[CH:47][CH:46]=[CH:45][C:26]=1[O:27][C:28]1[C:29]([O:41][CH2:42][CH2:43][OH:44])=[N:30][C:31]([C:35]2[N:40]=[CH:39][CH:38]=[CH:37][N:36]=2)=[N:32][C:33]=1Cl.Cl, predict the reaction product. The product is: [CH3:3][C:1]([C:5]1[CH:6]=[CH:7][C:8]([S:11]([NH:14][C:33]2[C:28]([O:27][C:26]3[CH:45]=[CH:46][CH:47]=[CH:48][C:25]=3[O:24][CH3:23])=[C:29]([O:41][CH2:42][CH2:43][OH:44])[N:30]=[C:31]([C:35]3[N:40]=[CH:39][CH:38]=[CH:37][N:36]=3)[N:32]=2)(=[O:12])=[O:13])=[CH:9][CH:10]=1)([CH3:4])[CH3:2].